From a dataset of Catalyst prediction with 721,799 reactions and 888 catalyst types from USPTO. Predict which catalyst facilitates the given reaction. (1) Reactant: [CH3:1][S-:2].[Na+].Br[CH:5]1[C:10](=[O:11])[CH2:9][CH2:8][N:7]([C:12]([O:14][C:15]([CH3:18])([CH3:17])[CH3:16])=[O:13])[CH2:6]1. Product: [CH3:1][S:2][CH:5]1[C:10](=[O:11])[CH2:9][CH2:8][N:7]([C:12]([O:14][C:15]([CH3:18])([CH3:17])[CH3:16])=[O:13])[CH2:6]1. The catalyst class is: 1. (2) Reactant: [Cl:1][C:2]1[CH:7]=[CH:6][C:5]([C:8]2[CH:9]=[C:10]3[C:16]([C:17]([C:19]4[C:20]([F:33])=[C:21]([NH:26][S:27]([CH2:30][CH2:31][CH3:32])(=[O:29])=[O:28])[CH:22]=[CH:23][C:24]=4[F:25])=[O:18])=[CH:15][N:14](C(=O)C4C(Cl)=CC=CC=4Cl)[C:11]3=[N:12][CH:13]=2)=[CH:4][CH:3]=1.C1COCC1.N. Product: [Cl:1][C:2]1[CH:7]=[CH:6][C:5]([C:8]2[CH:9]=[C:10]3[C:16]([C:17]([C:19]4[C:20]([F:33])=[C:21]([NH:26][S:27]([CH2:30][CH2:31][CH3:32])(=[O:28])=[O:29])[CH:22]=[CH:23][C:24]=4[F:25])=[O:18])=[CH:15][NH:14][C:11]3=[N:12][CH:13]=2)=[CH:4][CH:3]=1. The catalyst class is: 5. (3) Reactant: [OH:1][CH2:2][CH2:3][N:4]([CH2:8][C:9]1[CH:14]=[CH:13][C:12]([O:15][CH3:16])=[CH:11][CH:10]=1)[CH2:5][CH2:6][OH:7].C(N(CC)CC)C.[CH3:24][S:25](Cl)(=[O:27])=[O:26]. Product: [CH3:24][S:25]([O:1][CH2:2][CH2:3][N:4]([CH2:8][C:9]1[CH:10]=[CH:11][C:12]([O:15][CH3:16])=[CH:13][CH:14]=1)[CH2:5][CH2:6][O:7][S:25]([CH3:24])(=[O:27])=[O:26])(=[O:27])=[O:26]. The catalyst class is: 4. (4) Reactant: [H-].[Na+].[I-].[CH3:4][S+](C)(C)=O.[F:9][C:10]1[CH:15]=[CH:14][C:13]([F:16])=[CH:12][C:11]=1[CH:17]=[CH:18][C:19]([N:21]([O:23][CH3:24])[CH3:22])=[O:20]. The catalyst class is: 3. Product: [CH3:24][O:23][N:21]([CH3:22])[C:19]([CH:18]1[CH2:4][CH:17]1[C:11]1[CH:12]=[C:13]([F:16])[CH:14]=[CH:15][C:10]=1[F:9])=[O:20]. (5) The catalyst class is: 8. Reactant: [Cl:1][C:2]1[CH:27]=[C:26]([C:28]([F:31])([F:30])[F:29])[CH:25]=[CH:24][C:3]=1[CH2:4][N:5]1[C:9](/[CH:10]=[CH:11]/[C:12]([O:14]CC)=[O:13])=[CH:8][C:7]([O:17][CH:18]2[CH2:23][CH2:22][O:21][CH2:20][CH2:19]2)=[N:6]1.[OH-].[Na+].O1CCCC1. Product: [Cl:1][C:2]1[CH:27]=[C:26]([C:28]([F:30])([F:29])[F:31])[CH:25]=[CH:24][C:3]=1[CH2:4][N:5]1[C:9](/[CH:10]=[CH:11]/[C:12]([OH:14])=[O:13])=[CH:8][C:7]([O:17][CH:18]2[CH2:19][CH2:20][O:21][CH2:22][CH2:23]2)=[N:6]1. (6) Reactant: [C:1]([NH:4][C:5]1[C:6]2[CH:13]=[CH:12][N:11]([C@@H:14]3[O:26][C@H:25]([CH2:27][O:28][C:29](=[O:31])[CH3:30])[C@@H:20]([O:21][C:22](=[O:24])[CH3:23])[C@@:15]3([CH3:32])[O:16][C:17](=[O:19])[CH3:18])[C:7]=2[N:8]=[CH:9][N:10]=1)(=[O:3])[CH3:2].[Br:33]N1C(=O)CCC1=O. Product: [C:1]([NH:4][C:5]1[C:6]2[C:13]([Br:33])=[CH:12][N:11]([C@@H:14]3[O:26][C@H:25]([CH2:27][O:28][C:29](=[O:31])[CH3:30])[C@@H:20]([O:21][C:22](=[O:24])[CH3:23])[C@@:15]3([CH3:32])[O:16][C:17](=[O:19])[CH3:18])[C:7]=2[N:8]=[CH:9][N:10]=1)(=[O:3])[CH3:2]. The catalyst class is: 3. (7) Reactant: [NH2:1][C:2]1[CH:14]=[C:13]([C@H:15]([NH:18][C:19]([N:21]2[C:27](=[O:28])[C@H:26]([CH2:29][C:30]3[CH:35]=[C:34]([Cl:36])[CH:33]=[CH:32][C:31]=3[O:37][CH3:38])[CH2:25][NH:24][C:23](=[N:39][O:40][C:41]3[CH:46]=[CH:45][CH:44]=[CH:43][CH:42]=3)[CH2:22]2)=[O:20])[CH2:16][CH3:17])[CH:12]=[CH:11][C:3]=1[C:4]([O:6]C(C)(C)C)=[O:5].Cl. Product: [ClH:36].[NH2:1][C:2]1[CH:14]=[C:13]([C@H:15]([NH:18][C:19]([N:21]2[C:27](=[O:28])[C@H:26]([CH2:29][C:30]3[CH:35]=[C:34]([Cl:36])[CH:33]=[CH:32][C:31]=3[O:37][CH3:38])[CH2:25][NH:24][C:23](=[N:39][O:40][C:41]3[CH:42]=[CH:43][CH:44]=[CH:45][CH:46]=3)[CH2:22]2)=[O:20])[CH2:16][CH3:17])[CH:12]=[CH:11][C:3]=1[C:4]([OH:6])=[O:5]. The catalyst class is: 15. (8) The catalyst class is: 34. Reactant: [F:1][C:2]([F:36])([F:35])[C:3]1[CH:4]=[C:5]([CH:28]=[C:29]([C:31]([F:34])([F:33])[F:32])[CH:30]=1)[CH2:6][CH2:7][C:8]([NH:10][CH:11]1[CH2:17][CH2:16][CH2:15][N:14]([C:18]2[NH:22][N:21]=[N:20][N:19]=2)[C:13]2[CH:23]=[C:24]([Cl:27])[CH:25]=[CH:26][C:12]1=2)=[O:9].[C:37]1(P(C2C=CC=CC=2)C2C=CC=CC=2)C=CC=CC=1.CCOC(/N=N/C(OCC)=O)=O.CO. Product: [F:36][C:2]([F:1])([F:35])[C:3]1[CH:4]=[C:5]([CH:28]=[C:29]([C:31]([F:32])([F:34])[F:33])[CH:30]=1)[CH2:6][CH2:7][C:8]([NH:10][CH:11]1[CH2:17][CH2:16][CH2:15][N:14]([C:18]2[N:19]=[N:20][N:21]([CH3:37])[N:22]=2)[C:13]2[CH:23]=[C:24]([Cl:27])[CH:25]=[CH:26][C:12]1=2)=[O:9].